This data is from Reaction yield outcomes from USPTO patents with 853,638 reactions. The task is: Predict the reaction yield, written as a fraction of the theoretical maximum amount of product (1.0 means a 100% yield; for example, 0.34 means a 34% yield). (1) The reactants are [CH2:1]([N:3]=[C:4]=[O:5])[CH3:2].[CH2:6]([O:8][C:9]([C:11]1[C:16]([O:17][CH2:18][CH3:19])=[C:15]([N:20]2[CH2:25][CH2:24][O:23][CH2:22][CH2:21]2)[N:14]=[C:13]([C:26]2[CH:31]=[CH:30][C:29]([OH:32])=[CH:28][CH:27]=2)[N:12]=1)=[O:10])[CH3:7]. The catalyst is C1(C)C=CC=CC=1. The product is [CH2:6]([O:8][C:9]([C:11]1[C:16]([O:17][CH2:18][CH3:19])=[C:15]([N:20]2[CH2:21][CH2:22][O:23][CH2:24][CH2:25]2)[N:14]=[C:13]([C:26]2[CH:27]=[CH:28][C:29]([O:32][C:4](=[O:5])[NH:3][CH2:1][CH3:2])=[CH:30][CH:31]=2)[N:12]=1)=[O:10])[CH3:7]. The yield is 0.252. (2) The reactants are [CH:1]1[C:13]2[N:12]([C:14]3[CH:19]=[CH:18][CH:17]=[C:16]([N:20]4[C:32]5[CH:31]=[CH:30][CH:29]=[CH:28][C:27]=5[C:26]5[C:21]4=[CH:22][CH:23]=[CH:24][CH:25]=5)[N:15]=3)[C:11]3[C:6](=[CH:7][CH:8]=[CH:9][CH:10]=3)[C:5]=2[CH:4]=[CH:3][CH:2]=1.O=P(Cl)(Cl)Cl.CN([CH:41]=[O:42])C.O=P(Cl)(Cl)Cl.[OH-].[K+].O. The catalyst is ClCCCl.CN(C=O)C. The product is [CH:10]1[C:11]2[N:12]([C:14]3[N:15]=[C:16]([N:20]4[C:32]5[CH:31]=[CH:30][C:29]([CH:41]=[O:42])=[CH:28][C:27]=5[C:26]5[C:21]4=[CH:22][CH:23]=[CH:24][CH:25]=5)[CH:17]=[CH:18][CH:19]=3)[C:13]3[C:5](=[CH:4][CH:3]=[CH:2][CH:1]=3)[C:6]=2[CH:7]=[CH:8][CH:9]=1. The yield is 0.403. (3) The reactants are [Br:1][C:2]1[CH:7]=[CH:6][C:5]([C:8](=[O:10])[CH3:9])=[CH:4][CH:3]=1.[O:11]1[CH:15]=[CH:14][CH:13]=[C:12]1[CH:16]=O.CO[Na].Cl. The catalyst is CO. The product is [Br:1][C:2]1[CH:7]=[CH:6][C:5]([C:8](=[O:10])[CH:9]=[CH:16][C:12]2[O:11][CH:15]=[CH:14][CH:13]=2)=[CH:4][CH:3]=1. The yield is 0.650. (4) The reactants are [C:1]([C:3]1[CH:8]=[CH:7][C:6]([CH:9]([CH3:15])[C:10]([O:12]CC)=[O:11])=[CH:5][C:4]=1[O:16][CH3:17])#[N:2].O1CCCC1.O.[OH-].[Na+]. The catalyst is C(OCC)(=O)C.C(O)(=O)C. The product is [C:1]([C:3]1[CH:8]=[CH:7][C:6]([CH:9]([CH3:15])[C:10]([OH:12])=[O:11])=[CH:5][C:4]=1[O:16][CH3:17])#[N:2]. The yield is 0.960. (5) The reactants are [C:1]1([N:7]2[C:11]3[CH:12]=[CH:13][CH:14]=[CH:15][C:10]=3[NH:9][S:8]2(=[O:17])=[O:16])[CH:6]=[CH:5][CH:4]=[CH:3][CH:2]=1.C1(P(C2C=CC=CC=2)C2C=CC=CC=2)C=CC=CC=1.O[CH2:38][CH2:39][CH:40]1[O:45][CH2:44][CH2:43][N:42](C(OC(C)(C)C)=O)[CH2:41]1.CC(OC(/N=N/C(OC(C)C)=O)=O)C. The catalyst is C1COCC1. The product is [NH:42]1[CH2:43][CH2:44][O:45][CH:40]([CH2:39][CH2:38][N:9]2[C:10]3[CH:15]=[CH:14][CH:13]=[CH:12][C:11]=3[N:7]([C:1]3[CH:2]=[CH:3][CH:4]=[CH:5][CH:6]=3)[S:8]2(=[O:16])=[O:17])[CH2:41]1. The yield is 0.800. (6) The reactants are Cl[C:2]1[C:7]([O:8][CH2:9][CH2:10][O:11]C2CCCCO2)=[CH:6][CH:5]=[CH:4][N:3]=1.[OH:18][CH:19]1[CH2:24][CH2:23][N:22]([CH3:25])[CH2:21][CH2:20]1.CC(C)([O-])C.[K+].C(O)(C)(C)C. The catalyst is C1(C)C=CC=CC=1. The product is [CH3:25][N:22]1[CH2:23][CH2:24][CH:19]([O:18][C:2]2[C:7]([O:8][CH2:9][CH2:10][OH:11])=[CH:6][CH:5]=[CH:4][N:3]=2)[CH2:20][CH2:21]1. The yield is 0.630. (7) The reactants are [F:1][C:2]1[CH:7]=[CH:6][C:5]([S:8]([NH:11][C:12]2[C:17]([C:18]([O:20][CH2:21][C:22]3[CH:27]=[CH:26][CH:25]=[CH:24][CH:23]=3)=[O:19])=[C:16]([CH3:28])[C:15]([CH:29]=C)=[CH:14][CH:13]=2)(=[O:10])=[O:9])=[CH:4][CH:3]=1.[O:31]1CCOCC1. The catalyst is O.[Cl-].[Na+].O. The product is [F:1][C:2]1[CH:7]=[CH:6][C:5]([S:8]([NH:11][C:12]2[C:17]([C:18]([O:20][CH2:21][C:22]3[CH:27]=[CH:26][CH:25]=[CH:24][CH:23]=3)=[O:19])=[C:16]([CH3:28])[C:15]([CH2:29][OH:31])=[CH:14][CH:13]=2)(=[O:9])=[O:10])=[CH:4][CH:3]=1. The yield is 0.567.